From a dataset of Acute oral toxicity (LD50) regression data from Zhu et al.. Regression/Classification. Given a drug SMILES string, predict its toxicity properties. Task type varies by dataset: regression for continuous values (e.g., LD50, hERG inhibition percentage) or binary classification for toxic/non-toxic outcomes (e.g., AMES mutagenicity, cardiotoxicity, hepatotoxicity). Dataset: ld50_zhu. The molecule is O=C=NCCOC(=O)C1C2C=CC(C2)C1C(=O)OCCN=C=O. The rat oral LD50 is 1.15, given as -log10 of the dose in mol/kg body weight (higher means more acutely toxic).